This data is from Catalyst prediction with 721,799 reactions and 888 catalyst types from USPTO. The task is: Predict which catalyst facilitates the given reaction. (1) Reactant: [CH3:1][C:2]1([CH3:20])[CH:6](C(OC)=O)[C:5](=[O:11])[C:4](=[O:12])[N:3]1[CH2:13][C:14]1[CH:19]=[CH:18][CH:17]=[CH:16][CH:15]=1. Product: [CH3:1][C:2]1([CH3:20])[N:3]([CH2:13][C:14]2[CH:15]=[CH:16][CH:17]=[CH:18][CH:19]=2)[C:4](=[O:12])[C:5](=[O:11])[CH2:6]1. The catalyst class is: 313. (2) Reactant: N[C:2]1[CH:7]=[C:6]([CH3:8])[C:5]([Br:9])=[CH:4][C:3]=1[CH3:10].[F:11][B-](F)(F)F.[H+].N([O-])=O.[Na+]. Product: [Br:9][C:5]1[CH:4]=[C:3]([CH3:10])[C:2]([F:11])=[CH:7][C:6]=1[CH3:8]. The catalyst class is: 6. (3) Reactant: [CH3:1][O:2][C:3]1([C:7]2[CH:14]=[CH:13][C:10]([C:11]#[N:12])=[CH:9][CH:8]=2)[CH2:6][O:5][CH2:4]1.Cl.[NH2:16][OH:17].C(N(CC)CC)C. Product: [OH:17][N:16]=[C:11]([C:10]1[CH:9]=[CH:8][C:7]([C:3]2([O:2][CH3:1])[CH2:6][O:5][CH2:4]2)=[CH:14][CH:13]=1)[NH2:12]. The catalyst class is: 8. (4) Reactant: [CH2:1]([S:4](Cl)(=[O:6])=[O:5])[CH2:2]C.[NH2:8][CH2:9][CH2:10][O:11][C:12]1[CH:17]=[CH:16][C:15]([C:18]2[CH:19]([NH:23][S:24]([CH:27]([CH3:29])[CH3:28])(=[O:26])=[O:25])[CH2:20][CH2:21][CH:22]=2)=[CH:14][CH:13]=1.[CH2:30]1CCN2C(=NCCC2)CC1. Product: [CH3:28][CH:27]([S:24]([NH:23][CH:19]1[CH2:20][CH2:21][CH:22]=[C:18]1[C:15]1[CH:14]=[CH:13][C:12]([O:11][CH2:10][CH2:9][NH:8][S:4]([CH:1]([CH3:2])[CH3:30])(=[O:5])=[O:6])=[CH:17][CH:16]=1)(=[O:26])=[O:25])[CH3:29]. The catalyst class is: 2. (5) Reactant: [Br:1][C:2]1[CH:3]=[C:4]2[C:8](=[CH:9][CH:10]=1)[NH:7][N:6]=[C:5]2[CH3:11].CN(C1C=CC=CN=1)C.[C:21](O[C:21]([O:23][C:24]([CH3:27])([CH3:26])[CH3:25])=[O:22])([O:23][C:24]([CH3:27])([CH3:26])[CH3:25])=[O:22]. Product: [Br:1][C:2]1[CH:3]=[C:4]2[C:8](=[CH:9][CH:10]=1)[N:7]([C:21]([O:23][C:24]([CH3:27])([CH3:26])[CH3:25])=[O:22])[N:6]=[C:5]2[CH3:11]. The catalyst class is: 2. (6) Reactant: C([C:3]1[N:4]([CH2:18][C:19]2[CH:24]=[CH:23][CH:22]=[CH:21][C:20]=2[C:25]2[CH:30]=[CH:29][CH:28]=[CH:27][CH:26]=2)[C:5]2[C:10]([C:11](=[O:16])[C:12]=1[C:13]([OH:15])=[O:14])=[N:9][CH:8]=[C:7]([Br:17])[CH:6]=2)C.O.[OH-].[Li+]. Product: [C:20]1([C:25]2[CH:30]=[CH:29][CH:28]=[CH:27][CH:26]=2)[CH:21]=[CH:22][CH:23]=[CH:24][C:19]=1[CH2:18][N:4]1[C:5]2[C:10](=[N:9][CH:8]=[C:7]([Br:17])[CH:6]=2)[C:11](=[O:16])[C:12]([C:13]([OH:15])=[O:14])=[CH:3]1. The catalyst class is: 24.